This data is from Forward reaction prediction with 1.9M reactions from USPTO patents (1976-2016). The task is: Predict the product of the given reaction. (1) Given the reactants [CH2:1]([NH:3][C:4](=[O:24])[NH:5][C:6]1[S:7][C:8]([C:12]2[CH:13]=[CH:14][C:15]([O:22][CH3:23])=[C:16]([S:18](Cl)(=[O:20])=[O:19])[CH:17]=2)=[C:9]([CH3:11])[N:10]=1)[CH3:2].C([O-])([O-])=O.[Na+].[Na+].[CH2:31]([CH2:33][NH2:34])[OH:32].O, predict the reaction product. The product is: [CH2:1]([NH:3][C:4](=[O:24])[NH:5][C:6]1[S:7][C:8]([C:12]2[CH:13]=[CH:14][C:15]([O:22][CH3:23])=[C:16]([S:18]([NH:34][CH2:33][CH2:31][OH:32])(=[O:20])=[O:19])[CH:17]=2)=[C:9]([CH3:11])[N:10]=1)[CH3:2]. (2) The product is: [NH2:9][C:4]1[C:5]([OH:8])=[N:6][CH:7]=[C:2]([CH3:1])[CH:3]=1. Given the reactants [CH3:1][C:2]1[CH:3]=[C:4]([N+:9]([O-])=O)[C:5]([OH:8])=[N:6][CH:7]=1, predict the reaction product. (3) Given the reactants [Cl:1][C:2]1[CH:34]=[CH:33][CH:32]=[C:31]([Cl:35])[C:3]=1[C:4]([NH:6][CH:7]([CH2:12][C:13]1[CH:14]=[C:15]2[C:20](=[CH:21][CH:22]=1)[N:19]=[C:18]([C:23]1[C:28]([Cl:29])=[CH:27][CH:26]=[CH:25][C:24]=1[Cl:30])[CH:17]=[CH:16]2)[C:8]([O:10]C)=[O:9])=[O:5].OS([O-])(=O)=O.[K+], predict the reaction product. The product is: [Cl:1][C:2]1[CH:34]=[CH:33][CH:32]=[C:31]([Cl:35])[C:3]=1[C:4]([NH:6][CH:7]([CH2:12][C:13]1[CH:14]=[C:15]2[C:20](=[CH:21][CH:22]=1)[N:19]=[C:18]([C:23]1[C:28]([Cl:29])=[CH:27][CH:26]=[CH:25][C:24]=1[Cl:30])[CH:17]=[CH:16]2)[C:8]([OH:10])=[O:9])=[O:5]. (4) Given the reactants N#N.Cl[CH2:4][C:5]1[S:6][CH:7]=[C:8]([C:10]([O:12][CH3:13])=[O:11])[N:9]=1.[N+:14]([C:17]1[CH:21]=[N:20][NH:19][N:18]=1)([O-:16])=[O:15].CCN(C(C)C)C(C)C, predict the reaction product. The product is: [N+:14]([C:17]1[CH:21]=[N:20][N:19]([CH2:4][C:5]2[S:6][CH:7]=[C:8]([C:10]([O:12][CH3:13])=[O:11])[N:9]=2)[N:18]=1)([O-:16])=[O:15]. (5) Given the reactants Br.CC1(C)[O:7][CH:6]([CH2:8][N:9]2[C:21]3[C:20]4[CH:19]=[CH:18][CH:17]=[CH:16][C:15]=4[N:14]=[C:13]([NH2:22])[C:12]=3[N:11]=[C:10]2[CH2:23][O:24][CH2:25][CH3:26])[CH2:5][O:4]1.Cl, predict the reaction product. The product is: [NH2:22][C:13]1[C:12]2[N:11]=[C:10]([CH2:23][O:24][CH2:25][CH3:26])[N:9]([CH2:8][CH:6]([OH:7])[CH2:5][OH:4])[C:21]=2[C:20]2[CH:19]=[CH:18][CH:17]=[CH:16][C:15]=2[N:14]=1. (6) Given the reactants [CH:1]1([NH:4][C:5]([C:7]2[CH:12]=[CH:11][CH:10]=[CH:9][C:8]=2[NH:13][C:14]2[C:19]([Cl:20])=[CH:18][N:17]=[C:16]([NH:21][C:22]3[CH:30]=[CH:29][C:25]([C:26](O)=[O:27])=[CH:24][CH:23]=3)[N:15]=2)=[O:6])[CH2:3][CH2:2]1.C(N([CH:37]([CH3:39])[CH3:38])CC)(C)C.C[N:41](C(ON1N=NC2C=CC=NC1=2)=[N+](C)C)C.F[P-](F)(F)(F)(F)F.C1(N)CC1, predict the reaction product. The product is: [CH:1]1([NH:4][C:5]([C:7]2[CH:12]=[CH:11][CH:10]=[CH:9][C:8]=2[NH:13][C:14]2[C:19]([Cl:20])=[CH:18][N:17]=[C:16]([NH:21][C:22]3[CH:30]=[CH:29][C:25]([C:26]([NH2:41])=[O:27])=[C:24]([CH:37]4[CH2:39][CH2:38]4)[CH:23]=3)[N:15]=2)=[O:6])[CH2:2][CH2:3]1. (7) Given the reactants [CH3:1][C:2]1[N:6]([CH2:7][C@@H:8]2[C@H:11]([NH:12]C(=O)OCC3C=CC=CC=3)[C:10](=[O:23])[NH:9]2)[N:5]=[N:4][N:3]=1, predict the reaction product. The product is: [NH2:12][C@H:11]1[C@@H:8]([CH2:7][N:6]2[C:2]([CH3:1])=[N:3][N:4]=[N:5]2)[NH:9][C:10]1=[O:23]. (8) Given the reactants [C:1]([O:5][C:6]([NH:8][CH2:9][C@H:10]1[CH2:15][CH2:14][C@H:13]([C:16]([NH:18][C@H:19]([C:37]([NH:39][C:40]2[CH:45]=[CH:44][C:43]([C:46]3[NH:50][N:49]=[C:48]([C:51]([F:59])([F:58])[C:52]([C:55]([OH:57])=[O:56])([F:54])[F:53])[N:47]=3)=[CH:42][CH:41]=2)=[O:38])[CH2:20][C:21]2[CH:26]=[CH:25][C:24]([C:27]3[CH:32]=[CH:31][C:30]([C:33](O)=[O:34])=[CH:29][C:28]=3[CH3:36])=[CH:23][CH:22]=2)=[O:17])[CH2:12][CH2:11]1)=[O:7])([CH3:4])([CH3:3])[CH3:2].[NH2:60][CH:61]1[CH2:66][CH2:65][N:64]([C:67]([O:69][C:70]([CH3:73])([CH3:72])[CH3:71])=[O:68])[CH2:63][C:62]1([CH3:75])[CH3:74].C(N(CC)C(C)C)(C)C.F[P-](F)(F)(F)(F)F.CN(C(ON1C2=NC=CC=C2N=N1)=[N+](C)C)C, predict the reaction product. The product is: [C:1]([O:5][C:6]([NH:8][CH2:9][C@H:10]1[CH2:11][CH2:12][C@H:13]([C:16]([NH:18][C@@H:19]([CH2:20][C:21]2[CH:26]=[CH:25][C:24]([C:27]3[CH:32]=[CH:31][C:30]([C:33](=[O:34])[NH:60][CH:61]4[CH2:66][CH2:65][N:64]([C:67]([O:69][C:70]([CH3:73])([CH3:72])[CH3:71])=[O:68])[CH2:63][C:62]4([CH3:75])[CH3:74])=[CH:29][C:28]=3[CH3:36])=[CH:23][CH:22]=2)[C:37]([NH:39][C:40]2[CH:45]=[CH:44][C:43]([C:46]3[NH:47][C:48]([C:51]([F:58])([F:59])[C:52]([F:54])([F:53])[C:55]([OH:57])=[O:56])=[N:49][N:50]=3)=[CH:42][CH:41]=2)=[O:38])=[O:17])[CH2:14][CH2:15]1)=[O:7])([CH3:4])([CH3:3])[CH3:2]. (9) Given the reactants I[C:2]1[C:10]2[CH2:9][CH2:8][CH2:7][CH2:6][C:5]=2[N:4]([CH3:11])[N:3]=1.C([Mg]Cl)(C)C.[CH2:17]([Sn:21]([CH2:27][CH2:28][CH2:29][CH3:30])([CH2:23][CH2:24][CH2:25][CH3:26])Cl)[CH2:18][CH2:19][CH3:20], predict the reaction product. The product is: [CH3:11][N:4]1[C:5]2[CH2:6][CH2:7][CH2:8][CH2:9][C:10]=2[C:2]([Sn:21]([CH2:23][CH2:24][CH2:25][CH3:26])([CH2:27][CH2:28][CH2:29][CH3:30])[CH2:17][CH2:18][CH2:19][CH3:20])=[N:3]1. (10) Given the reactants C([O:8][C:9](=[O:25])[CH2:10][CH2:11][C:12]#[C:13][C:14]1[CH:19]=[CH:18][CH:17]=[C:16]([O:20][C:21]([F:24])([F:23])[F:22])[CH:15]=1)C1C=CC=CC=1.[Li+].[OH-], predict the reaction product. The product is: [F:22][C:21]([F:23])([F:24])[O:20][C:16]1[CH:15]=[C:14]([C:13]#[C:12][CH2:11][CH2:10][C:9]([OH:25])=[O:8])[CH:19]=[CH:18][CH:17]=1.